Dataset: Reaction yield outcomes from USPTO patents with 853,638 reactions. Task: Predict the reaction yield, written as a fraction of the theoretical maximum amount of product (1.0 means a 100% yield; for example, 0.34 means a 34% yield). (1) The reactants are [C:1]([S:20][CH2:21][CH2:22][CH2:23][CH2:24]CCC1C=CC=C2C(NC(=O)C=12)=O)([C:14]1[CH:19]=[CH:18][CH:17]=[CH:16][CH:15]=1)([C:8]1[CH:13]=[CH:12][CH:11]=[CH:10][CH:9]=1)[C:2]1[CH:7]=[CH:6][CH:5]=[CH:4][CH:3]=1.O.[NH2:39]N.[CH2:41](O)[CH3:42]. No catalyst specified. The product is [C:1]([S:20][CH2:21][CH2:22][CH2:23][CH2:24][CH2:41][CH2:42][NH2:39])([C:8]1[CH:9]=[CH:10][CH:11]=[CH:12][CH:13]=1)([C:14]1[CH:19]=[CH:18][CH:17]=[CH:16][CH:15]=1)[C:2]1[CH:7]=[CH:6][CH:5]=[CH:4][CH:3]=1. The yield is 0.950. (2) The reactants are N[C:2]1[CH:3]=[C:4]2[C:8](=[CH:9][CH:10]=1)[NH:7][N:6]=[CH:5]2.Cl.N([O-])=O.[Na+].[I-:16].[K+]. The catalyst is O. The product is [I:16][C:2]1[CH:3]=[C:4]2[C:8](=[CH:9][CH:10]=1)[NH:7][N:6]=[CH:5]2. The yield is 0.750. (3) The yield is 0.940. The catalyst is C(#N)C. The product is [F:1][C:2]1[CH:38]=[C:37]([F:39])[CH:36]=[CH:35][C:3]=1[CH2:4][N:5]([CH2:26][C:27]1[CH:28]=[CH:29][C:30]([CH2:33][CH3:34])=[CH:31][CH:32]=1)[C:6](=[O:25])[CH2:7][O:8][C:9]1[CH:14]=[CH:13][C:12]([CH2:15][C@H:16]([O:22][CH2:23][CH3:24])[C:17]([OH:19])=[O:18])=[CH:11][CH:10]=1. The reactants are [F:1][C:2]1[CH:38]=[C:37]([F:39])[CH:36]=[CH:35][C:3]=1[CH2:4][N:5]([CH2:26][C:27]1[CH:32]=[CH:31][C:30]([CH2:33][CH3:34])=[CH:29][CH:28]=1)[C:6](=[O:25])[CH2:7][O:8][C:9]1[CH:14]=[CH:13][C:12]([CH2:15][C@H:16]([O:22][CH2:23][CH3:24])[C:17]([O:19]CC)=[O:18])=[CH:11][CH:10]=1.[Li+].[OH-].Cl. (4) The reactants are C[O:2][C:3]1[CH:4]=[C:5]2[C:10](=[CH:11][CH:12]=1)[C@@H:9]([CH2:13][CH2:14][Br:15])[NH:8][CH2:7][CH2:6]2.[F:16][C:17]([F:22])([F:21])[C:18]([NH2:20])=[O:19].B(Br)(Br)Br.C(=O)([O-])O.[Na+]. The catalyst is ClCCl. The product is [OH:2][C:3]1[CH:4]=[C:5]2[C:10](=[CH:11][CH:12]=1)[C@@H:9]([CH2:13][CH2:14][Br:15])[NH:8][CH2:7][CH2:6]2.[F:16][C:17]([F:22])([F:21])[C:18]([NH2:20])=[O:19]. The yield is 0.750. (5) The reactants are C(NC(C)C)(C)C.[Li].C([Li])CCC.[Br:14][C:15]1[CH:16]=[CH:17][C:18]([F:21])=[N:19][CH:20]=1.[CH:22](N1CCCCC1)=[O:23]. The catalyst is C1COCC1. The product is [Br:14][C:15]1[CH:16]=[C:17]([CH:22]=[O:23])[C:18]([F:21])=[N:19][CH:20]=1. The yield is 0.520. (6) The reactants are [H-].[Na+].[NH2:3][C:4]1[N:25]=[C:24](Cl)[CH:23]=[CH:22][C:5]=1[C:6]([NH:8][CH2:9][C:10]1[S:11][C:12]([O:15][C:16]2[CH:21]=[CH:20][CH:19]=[CH:18][CH:17]=2)=[CH:13][CH:14]=1)=[O:7].[CH2:27]([OH:30])[CH2:28][OH:29].[Cl-].[NH4+]. The catalyst is C(#N)C.O.FC(F)(F)C(O)=O.[Cu]I.ClCCl.O. The product is [NH2:3][C:4]1[N:25]=[C:24]([O:29][CH2:28][CH2:27][OH:30])[CH:23]=[CH:22][C:5]=1[C:6]([NH:8][CH2:9][C:10]1[S:11][C:12]([O:15][C:16]2[CH:21]=[CH:20][CH:19]=[CH:18][CH:17]=2)=[CH:13][CH:14]=1)=[O:7]. The yield is 0.0470.